Task: Predict the product of the given reaction.. Dataset: Forward reaction prediction with 1.9M reactions from USPTO patents (1976-2016) (1) Given the reactants [CH2:1]([O:8][N:9]1[C:15](=[O:16])[N:14]2[CH2:17][C@H:10]1[CH2:11][CH2:12][C@H:13]2[C:18]([OH:20])=O)[C:2]1[CH:7]=[CH:6][CH:5]=[CH:4][CH:3]=1.[CH3:21][O:22][NH2:23].ON1C2C=CC=CC=2N=N1.Cl.C(N=C=NCCCN(C)C)C, predict the reaction product. The product is: [CH2:1]([O:8][N:9]1[C:15](=[O:16])[N:14]2[CH2:17][C@H:10]1[CH2:11][CH2:12][C@H:13]2[C:18]([NH:23][O:22][CH3:21])=[O:20])[C:2]1[CH:3]=[CH:4][CH:5]=[CH:6][CH:7]=1. (2) The product is: [F:5][C:6]1[CH:11]=[C:10]([F:12])[CH:9]=[CH:8][C:7]=1[C@:13]1([CH2:32][I:33])[O:17][CH2:16][C@@H:15]([C:18]([OH:19])=[O:35])[CH2:14]1. Given the reactants [OH-].[Na+].OO.[F:5][C:6]1[CH:11]=[C:10]([F:12])[CH:9]=[CH:8][C:7]=1[C@:13]1([CH2:32][I:33])[O:17][CH2:16][C@@H:15]([C:18](N2[C@H](C3C=CC=CC=3)COC2=O)=[O:19])[CH2:14]1.S([O-])([O-])=[O:35].[Na+].[Na+], predict the reaction product. (3) Given the reactants [CH3:1][O:2][C:3]1[CH:40]=[CH:39][C:6]([CH2:7][N:8]2[C:12]3=[N:13][CH:14]=[CH:15][C:16]([O:17][C:18]4[CH:32]=[CH:31][C:21]([C:22]([NH:24][C:25]5[CH:30]=[CH:29][N:28]=[CH:27][N:26]=5)=[O:23])=[CH:20][CH:19]=4)=[C:11]3[C:10]([NH:33][C@@H:34]3[CH2:38][CH2:37][NH:36][CH2:35]3)=[N:9]2)=[CH:5][CH:4]=1.Cl.[CH:42]1([N:45]([CH3:52])[CH2:46]/[CH:47]=[CH:48]/[C:49](O)=[O:50])[CH2:44][CH2:43]1, predict the reaction product. The product is: [CH:42]1([N:45]([CH3:52])[CH2:46]/[CH:47]=[CH:48]/[C:49]([N:36]2[CH2:37][CH2:38][C@@H:34]([NH:33][C:10]3[C:11]4[C:12](=[N:13][CH:14]=[CH:15][C:16]=4[O:17][C:18]4[CH:32]=[CH:31][C:21]([C:22]([NH:24][C:25]5[CH:30]=[CH:29][N:28]=[CH:27][N:26]=5)=[O:23])=[CH:20][CH:19]=4)[N:8]([CH2:7][C:6]4[CH:5]=[CH:4][C:3]([O:2][CH3:1])=[CH:40][CH:39]=4)[N:9]=3)[CH2:35]2)=[O:50])[CH2:44][CH2:43]1.